Dataset: Reaction yield outcomes from USPTO patents with 853,638 reactions. Task: Predict the reaction yield, written as a fraction of the theoretical maximum amount of product (1.0 means a 100% yield; for example, 0.34 means a 34% yield). (1) The reactants are [NH2:1][C:2]1[CH:10]=[CH:9][C:5]([C:6](O)=[O:7])=[CH:4][C:3]=1[NH:11][C:12](=[O:21])[C:13]1[CH:18]=[CH:17][C:16]([O:19][CH3:20])=[CH:15][CH:14]=1.[NH4+].[Cl-].C(Cl)CCl.CC[N:30](CC)CC. The catalyst is CN(C=O)C. The product is [NH2:1][C:2]1[CH:10]=[CH:9][C:5]([C:6](=[O:7])[NH2:30])=[CH:4][C:3]=1[NH:11][C:12](=[O:21])[C:13]1[CH:18]=[CH:17][C:16]([O:19][CH3:20])=[CH:15][CH:14]=1. The yield is 0.300. (2) The reactants are [CH3:1][O:2][C:3]12[CH2:10][CH2:9][C:6]([C:11]([O:13]C)=[O:12])([CH2:7][CH2:8]1)[CH2:5][CH2:4]2.Cl. The catalyst is [OH-].[Na+]. The product is [CH3:1][O:2][C:3]12[CH2:10][CH2:9][C:6]([C:11]([OH:13])=[O:12])([CH2:5][CH2:4]1)[CH2:7][CH2:8]2. The yield is 0.970. (3) The reactants are [Si]([O:8][CH2:9][CH2:10][CH2:11][N:12]1[C:20](=[O:21])[C:19]2[N:18]([CH2:22][C:23]3[CH:28]=[CH:27][C:26]([Cl:29])=[CH:25][CH:24]=3)[C:17]([CH:30]([OH:34])[CH:31]([CH3:33])[CH3:32])=[N:16][C:15]=2[N:14]([CH3:35])[C:13]1=[O:36])(C(C)(C)C)(C)C.Cl. The catalyst is C(O)C.O.C(OCC)C. The product is [Cl:29][C:26]1[CH:25]=[CH:24][C:23]([CH2:22][N:18]2[C:19]3[C:20](=[O:21])[N:12]([CH2:11][CH2:10][CH2:9][OH:8])[C:13](=[O:36])[N:14]([CH3:35])[C:15]=3[N:16]=[C:17]2[CH:30]([OH:34])[CH:31]([CH3:32])[CH3:33])=[CH:28][CH:27]=1. The yield is 0.560. (4) The reactants are Cl[C:2]1[N:7]=[C:6]([CH3:8])[C:5]([Cl:9])=[CH:4][N:3]=1.[NH2:10][C:11]1[CH:12]=[C:13]([C:18]2[S:22][C:21]([C:23]3([OH:27])[CH2:26][CH2:25][CH2:24]3)=[N:20][CH:19]=2)[CH:14]=[C:15]([CH3:17])[CH:16]=1.CC(C1C=C(C(C)C)C(C2C=CC=CC=2P(C2CCCCC2)C2CCCCC2)=C(C(C)C)C=1)C.C(=O)([O-])[O-].[K+].[K+]. The catalyst is C1C=CC(/C=C/C(/C=C/C2C=CC=CC=2)=O)=CC=1.C1C=CC(/C=C/C(/C=C/C2C=CC=CC=2)=O)=CC=1.C1C=CC(/C=C/C(/C=C/C2C=CC=CC=2)=O)=CC=1.[Pd].[Pd]. The product is [Cl:9][C:5]1[C:6]([CH3:8])=[N:7][C:2]([NH:10][C:11]2[CH:12]=[C:13]([C:18]3[S:22][C:21]([C:23]4([OH:27])[CH2:26][CH2:25][CH2:24]4)=[N:20][CH:19]=3)[CH:14]=[C:15]([CH3:17])[CH:16]=2)=[N:3][CH:4]=1. The yield is 0.440.